This data is from Full USPTO retrosynthesis dataset with 1.9M reactions from patents (1976-2016). The task is: Predict the reactants needed to synthesize the given product. (1) Given the product [NH2:34][C:9]1[C:10]([CH3:33])=[C:11]([C:12]2[C:13]3[CH:22]=[CH:21][N:20]([S:23]([C:26]4[CH:27]=[CH:28][C:29]([CH3:30])=[CH:31][CH:32]=4)(=[O:25])=[O:24])[C:14]=3[C:15](=[O:19])[N:16]([CH3:18])[CH:17]=2)[C:6]([O:5][CH2:4][CH:1]2[CH2:2][CH2:3]2)=[CH:7][CH:8]=1, predict the reactants needed to synthesize it. The reactants are: [CH:1]1([CH2:4][O:5][C:6]2[C:11]([C:12]3[C:13]4[CH:22]=[CH:21][N:20]([S:23]([C:26]5[CH:32]=[CH:31][C:29]([CH3:30])=[CH:28][CH:27]=5)(=[O:25])=[O:24])[C:14]=4[C:15](=[O:19])[N:16]([CH3:18])[CH:17]=3)=[C:10]([CH3:33])[C:9]([N+:34]([O-])=O)=[CH:8][CH:7]=2)[CH2:3][CH2:2]1.CN1C=C(C2C=C([N+]([O-])=O)C=CC=2OC2C=CC=CC=2)C2C=CNC=2C1=O. (2) The reactants are: Cl.Cl.[CH:3]1[N:7]2[C:8]3[CH:17]=[CH:16][CH:15]=[CH:14][C:9]=3[CH2:10][CH2:11][CH:12]([NH2:13])[C:6]2=[N:5][CH:4]=1.[NH4+].[OH-]. Given the product [CH:3]1[N:7]2[C:8]3[CH:17]=[CH:16][CH:15]=[CH:14][C:9]=3[CH2:10][CH2:11][CH:12]([NH2:13])[C:6]2=[N:5][CH:4]=1, predict the reactants needed to synthesize it.